Dataset: Catalyst prediction with 721,799 reactions and 888 catalyst types from USPTO. Task: Predict which catalyst facilitates the given reaction. Reactant: [CH:1]1([C:7]2[CH:13]=[CH:12][C:10]([NH2:11])=[CH:9][CH:8]=2)[CH2:6][CH2:5][CH2:4][CH2:3][CH2:2]1.ON1C2C=CC=CC=2N=N1.[CH3:24]CN=C=NCCCN(C)C.C[N:36]1[CH2:41][CH2:40][O:39][CH2:38][CH2:37]1.CN([CH:45]=[O:46])C. Product: [CH:1]1([C:7]2[CH:8]=[CH:9][C:10]([NH:11][C:45]([C:41]3[C:40]([OH:39])=[CH:24][CH:38]=[CH:37][N:36]=3)=[O:46])=[CH:12][CH:13]=2)[CH2:2][CH2:3][CH2:4][CH2:5][CH2:6]1. The catalyst class is: 6.